This data is from Full USPTO retrosynthesis dataset with 1.9M reactions from patents (1976-2016). The task is: Predict the reactants needed to synthesize the given product. (1) Given the product [F:35][CH:14]([F:13])[O:15][C:16]1[CH:21]=[CH:20][C:19]([C@@:22]23[CH2:30][CH2:29][C@@H:28]([NH:31][C:5]([NH:47][C:46]4[CH:45]=[C:44]([F:43])[C:50]([F:51])=[C:49]([F:52])[CH:48]=4)=[O:11])[CH2:27][C@@H:26]2[N:25]([CH3:32])[CH2:24][CH2:23]3)=[CH:18][C:17]=1[O:33][CH3:34], predict the reactants needed to synthesize it. The reactants are: ClC(Cl)(O[C:5](=[O:11])OC(Cl)(Cl)Cl)Cl.[F:13][CH:14]([F:35])[O:15][C:16]1[CH:21]=[CH:20][C:19]([C@@:22]23[CH2:30][CH2:29][CH:28]([NH2:31])[CH2:27][C@@H:26]2[N:25]([CH3:32])[CH2:24][CH2:23]3)=[CH:18][C:17]=1[O:33][CH3:34].CCN(CC)CC.[F:43][C:44]1[CH:45]=[C:46]([CH:48]=[C:49]([F:52])[C:50]=1[F:51])[NH2:47]. (2) Given the product [CH2:7]([O:17][C:18]1[CH:19]=[C:20]([CH2:28][OH:29])[CH:21]=[C:22]([CH2:23][OH:24])[CH:27]=1)[CH2:8][CH2:9][CH2:10][CH2:11][CH2:12][CH2:13][CH2:14][CH2:15][CH3:16], predict the reactants needed to synthesize it. The reactants are: [H-].[H-].[H-].[H-].[Li+].[Al+3].[CH2:7]([O:17][C:18]1[CH:19]=[C:20]([C:28](OC)=[O:29])[CH:21]=[C:22]([CH:27]=1)[C:23](OC)=[O:24])[CH2:8][CH2:9][CH2:10][CH2:11][CH2:12][CH2:13][CH2:14][CH2:15][CH3:16].Cl. (3) Given the product [CH3:1][CH:2]([CH3:12])[CH2:3][CH:4]([CH2:28][N+:25]([O-:27])=[O:26])[CH2:5][C:6]([O:8][CH2:9][CH3:10])=[O:7], predict the reactants needed to synthesize it. The reactants are: [CH3:1][CH:2]([CH3:12])[CH2:3][CH:4](Br)[CH2:5][C:6]([O:8][CH2:9][CH3:10])=[O:7].C1CCN2C(=NCCC2)CC1.O.[N+:25]([CH3:28])([O-:27])=[O:26]. (4) Given the product [C:11]([O:14][CH2:15][CH2:16][C:17]1[CH:22]=[CH:21][C:20]([C:1](=[O:5])[CH:2]([CH3:4])[CH3:3])=[CH:19][CH:18]=1)(=[O:13])[CH3:12], predict the reactants needed to synthesize it. The reactants are: [C:1](Cl)(=[O:5])[CH:2]([CH3:4])[CH3:3].[Cl-].[Al+3].[Cl-].[Cl-].[C:11]([O:14][CH2:15][CH2:16][C:17]1[CH:22]=[CH:21][CH:20]=[CH:19][CH:18]=1)(=[O:13])[CH3:12].Cl. (5) Given the product [C:15]([O:14][C:12](=[O:13])[NH:11][C@@H:9]([C:3]1[CH:4]=[C:5]([Cl:8])[CH:6]=[CH:7][C:2]=1[Br:1])[CH3:10])([CH3:18])([CH3:17])[CH3:16], predict the reactants needed to synthesize it. The reactants are: [Br:1][C:2]1[CH:7]=[CH:6][C:5]([Cl:8])=[CH:4][C:3]=1[C@H:9]([NH2:11])[CH3:10].[C:12](O[C:12]([O:14][C:15]([CH3:18])([CH3:17])[CH3:16])=[O:13])([O:14][C:15]([CH3:18])([CH3:17])[CH3:16])=[O:13]. (6) Given the product [CH3:1][S:2]([C:5]1[CH:6]=[C:7]2[C:12](=[CH:13][CH:14]=1)[N:11]=[CH:10][C:9]([CH2:15][OH:16])=[CH:8]2)(=[O:4])=[O:3], predict the reactants needed to synthesize it. The reactants are: [CH3:1][S:2]([C:5]1[CH:6]=[C:7]2[C:12](=[CH:13][CH:14]=1)[N:11]=[CH:10][C:9]([CH:15]=[O:16])=[CH:8]2)(=[O:4])=[O:3].[BH4-].[Na+]. (7) Given the product [C:1]([CH:5]1[CH2:10][CH2:9][CH:8]([O:11][C:12]2[CH:13]=[C:14]3[C:19](=[CH:20][CH:21]=2)[CH:18]=[C:17]([C@:22]([NH:23][CH3:24])([CH3:29])[CH2:26][OH:25])[CH:16]=[CH:15]3)[CH2:7][CH2:6]1)([CH3:4])([CH3:2])[CH3:3], predict the reactants needed to synthesize it. The reactants are: [C:1]([CH:5]1[CH2:10][CH2:9][CH:8]([O:11][C:12]2[CH:13]=[C:14]3[C:19](=[CH:20][CH:21]=2)[CH:18]=[C:17]([C@:22]2([CH3:29])[CH2:26][O:25][C:24](=O)[N:23]2C)[CH:16]=[CH:15]3)[CH2:7][CH2:6]1)([CH3:4])([CH3:3])[CH3:2].[Li+].[OH-]. (8) Given the product [CH2:7]=[CH:8][CH2:9][NH3+:10].[CH2:11]1[O:13][CH:12]1[CH2:14][Cl:15].[C:1]([O-:4])([OH:3])=[O:2], predict the reactants needed to synthesize it. The reactants are: [C:1](=[O:4])([O-:3])[O-:2].[Na+].[Na+].[CH2:7]=[CH:8][CH2:9][NH2:10].[CH2:11]1[O:13][CH:12]1[CH2:14][Cl:15].Cl. (9) Given the product [C:1]([NH:4][C:5]1[CH:10]=[C:9]([C:11]([NH:13][C:14]2[O:15][C:16]([C:19]3[O:20][CH:21]=[CH:22][CH:23]=3)=[N:17][N:18]=2)=[O:12])[CH:8]=[C:7]([C:36]2[CH:37]=[CH:38][C:33]([C:30]3[CH:29]=[CH:28][C:27]([CH2:25][CH3:26])=[CH:32][CH:31]=3)=[CH:34][CH:35]=2)[CH:6]=1)(=[O:3])[CH3:2], predict the reactants needed to synthesize it. The reactants are: [C:1]([NH:4][C:5]1[CH:6]=[C:7](Br)[CH:8]=[C:9]([C:11]([NH:13][C:14]2[O:15][C:16]([C:19]3[O:20][CH:21]=[CH:22][CH:23]=3)=[N:17][N:18]=2)=[O:12])[CH:10]=1)(=[O:3])[CH3:2].[CH2:25]([C:27]1[CH:32]=[CH:31][C:30]([C:33]2[CH:38]=[CH:37][C:36](B(O)O)=[CH:35][CH:34]=2)=[CH:29][CH:28]=1)[CH3:26]. (10) Given the product [Cl:8][C:9]1[C:14]([N:15]2[CH2:16][CH2:17][C:18]3([C:22](=[O:23])[N:21]([CH3:24])[CH2:20][CH2:19]3)[CH2:25][CH2:26]2)=[CH:13][C:12]([C:27]#[N:28])=[CH:11][C:10]=1[NH:29][C:30]1[N:35]=[C:34]([NH:36][CH:46]2[CH2:47][CH2:48]2)[C:33]2=[N:49][CH:50]=[C:51]([C:52]#[N:53])[N:32]2[N:31]=1, predict the reactants needed to synthesize it. The reactants are: C(O)(C(F)(F)F)=O.[Cl:8][C:9]1[C:14]([N:15]2[CH2:26][CH2:25][C:18]3([C:22](=[O:23])[N:21]([CH3:24])[CH2:20][CH2:19]3)[CH2:17][CH2:16]2)=[CH:13][C:12]([C:27]#[N:28])=[CH:11][C:10]=1[NH:29][C:30]1[N:35]=[C:34]([N:36]([CH:46]2[CH2:48][CH2:47]2)CC2C=CC(OC)=CC=2)[C:33]2=[N:49][CH:50]=[C:51]([C:52]#[N:53])[N:32]2[N:31]=1.C1(OC)C=CC=CC=1.